This data is from Full USPTO retrosynthesis dataset with 1.9M reactions from patents (1976-2016). The task is: Predict the reactants needed to synthesize the given product. (1) Given the product [CH:30]1([CH2:31][C:34]([NH:12][C:11]2[CH:13]=[CH:14][C:8]([N+:5]([O-:7])=[O:6])=[CH:9][CH:10]=2)=[O:39])[CH2:29][CH2:28][CH2:33][CH2:32]1, predict the reactants needed to synthesize it. The reactants are: C(Cl)(=O)C.[N+:5]([C:8]1[CH:14]=[CH:13][C:11]([NH2:12])=[CH:10][CH:9]=1)([O-:7])=[O:6].NC1C=C2C(=CC=1)CN(C(N[C:28]1[CH:33]=[CH:32][C:31]([C:34](=[O:39])NCCC)=[CH:30][CH:29]=1)=O)C2. (2) Given the product [Cl:9][C:10]1[C:11]([C:16]2[CH:17]=[C:18]3[C:22](=[CH:23][CH:24]=2)[NH:21][N:20]=[C:19]3[NH:25][C:26]2[S:27][C:28]([CH2:31][OH:32])=[CH:29][N:30]=2)=[N:12][CH:13]=[CH:14][CH:15]=1, predict the reactants needed to synthesize it. The reactants are: C(O)C.O1CCCC1.[Cl:9][C:10]1[C:11]([C:16]2[CH:17]=[C:18]3[C:22](=[CH:23][CH:24]=2)[NH:21][N:20]=[C:19]3[NH:25][C:26]2[S:27][C:28]([CH:31]=[O:32])=[CH:29][N:30]=2)=[N:12][CH:13]=[CH:14][CH:15]=1.[BH4-].[Na+].